Dataset: Catalyst prediction with 721,799 reactions and 888 catalyst types from USPTO. Task: Predict which catalyst facilitates the given reaction. (1) Reactant: [F:1][C:2]([F:30])([F:29])[C:3]1[CH:4]=[C:5]([CH:22]=[C:23]([C:25]([F:28])([F:27])[F:26])[CH:24]=1)[CH:6]=[C:7]1[C:13]2[CH:14]=[CH:15][CH:16]=[CH:17][C:12]=2[CH2:11][CH2:10][C:9]2[CH:18]=[CH:19][CH:20]=[CH:21][C:8]1=2.C(OCC)(=O)C.[H][H]. Product: [F:1][C:2]([F:29])([F:30])[C:3]1[CH:4]=[C:5]([CH:22]=[C:23]([C:25]([F:28])([F:26])[F:27])[CH:24]=1)[CH2:6][CH:7]1[C:8]2[CH:21]=[CH:20][CH:19]=[CH:18][C:9]=2[CH2:10][CH2:11][C:12]2[CH:17]=[CH:16][CH:15]=[CH:14][C:13]1=2. The catalyst class is: 29. (2) Reactant: [CH3:1][O:2][CH2:3][CH2:4][O:5][C:6]1[CH:11]=[CH:10][N:9]=[C:8]([NH2:12])[CH:7]=1.Cl[CH2:14][CH:15]=O. Product: [CH3:1][O:2][CH2:3][CH2:4][O:5][C:6]1[CH:11]=[CH:10][N:9]2[CH:14]=[CH:15][N:12]=[C:8]2[CH:7]=1. The catalyst class is: 7. (3) Product: [CH3:2][S:3]([N:6]1[CH2:7][CH2:8][CH:9]([NH:12][C:21]([C:17]2[C:16]([N+:13]([O-:15])=[O:14])=[CH:20][NH:19][N:18]=2)=[O:22])[CH2:10][CH2:11]1)(=[O:5])=[O:4]. Reactant: Cl.[CH3:2][S:3]([N:6]1[CH2:11][CH2:10][CH:9]([NH2:12])[CH2:8][CH2:7]1)(=[O:5])=[O:4].[N+:13]([C:16]1[C:17]([C:21](O)=[O:22])=[N:18][NH:19][CH:20]=1)([O-:15])=[O:14].C1C=CC2N(O)N=NC=2C=1.C(N(CC)CC)C. The catalyst class is: 607. (4) Reactant: C[O-].[Na+].[Br:4][C:5]1[CH:12]=[C:11]([F:13])[CH:10]=[CH:9][C:6]=1[CH:7]=O.[N:14]([CH2:17][C:18]([O:20][CH3:21])=[O:19])=[N+]=[N-]. Product: [CH3:21][O:20][C:18]([C:17]1[NH:14][C:9]2[C:6]([CH:7]=1)=[C:5]([Br:4])[CH:12]=[C:11]([F:13])[CH:10]=2)=[O:19]. The catalyst class is: 5. (5) Reactant: [OH:1][C:2]1[CH:10]=[CH:9][CH:8]=[C:7]2[C:3]=1[CH:4]=[CH:5][N:6]2[CH3:11].[Br:12][C:13]1[C:14]([O:23][CH3:24])=[C:15]([O:21][CH3:22])[CH:16]=[C:17]([CH:20]=1)[CH:18]=O.[C:25](#[N:29])[CH2:26][C:27]#[N:28].N1CCCCC1. Product: [NH2:29][C:25]1[O:1][C:2]2[C:10]([CH:18]([C:17]3[CH:16]=[C:15]([O:21][CH3:22])[C:14]([O:23][CH3:24])=[C:13]([Br:12])[CH:20]=3)[C:26]=1[C:27]#[N:28])=[CH:9][CH:8]=[C:7]1[N:6]([CH3:11])[CH:5]=[CH:4][C:3]=21. The catalyst class is: 8. (6) Reactant: [F:1][C:2]1[CH:7]=[C:6]([F:8])[C:5]([F:9])=[CH:4][C:3]=1[N:10]=[C:11]=S.[NH:13]([C:15](=[O:38])[C:16]([NH:18][C:19]1[CH:24]=[CH:23][C:22]([C@H:25]2[CH2:30][CH2:29][C@H:28]([C:31]([CH3:37])([CH3:36])[C:32]([O:34][CH3:35])=[O:33])[CH2:27][CH2:26]2)=[CH:21][CH:20]=1)=[O:17])[NH2:14].CCN=C=NCCCN(C)C. Product: [CH3:37][C:31]([C@H:28]1[CH2:27][CH2:26][C@H:25]([C:22]2[CH:21]=[CH:20][C:19]([NH:18][C:16]([C:15]3[O:38][C:11]([NH:10][C:3]4[CH:4]=[C:5]([F:9])[C:6]([F:8])=[CH:7][C:2]=4[F:1])=[N:14][N:13]=3)=[O:17])=[CH:24][CH:23]=2)[CH2:30][CH2:29]1)([CH3:36])[C:32]([O:34][CH3:35])=[O:33]. The catalyst class is: 287. (7) Reactant: C([O:3][C:4](=O)[CH2:5][C:6]1([C:12]2[CH:13]=[N:14][C:15]([O:18][CH3:19])=[CH:16][CH:17]=2)[CH2:10][C:9](=O)[NH:8][CH2:7]1)C.[H-].[Al+3].[Li+].[H-].[H-].[H-].S([O-])([O-])(=O)=O.[Na+].[Na+]. Product: [CH3:19][O:18][C:15]1[N:14]=[CH:13][C:12]([C:6]2([CH2:5][CH2:4][OH:3])[CH2:10][CH2:9][NH:8][CH2:7]2)=[CH:17][CH:16]=1. The catalyst class is: 7.